Dataset: Full USPTO retrosynthesis dataset with 1.9M reactions from patents (1976-2016). Task: Predict the reactants needed to synthesize the given product. (1) Given the product [CH3:6][C:7]1([CH3:30])[NH:12][C:11]2[N:13]=[CH:14][CH:15]=[CH:16][C:10]=2[C:9](=[O:17])[N:8]1[C:18]1[CH:19]=[CH:20][C:21]([C:24]#[CH:25])=[CH:22][CH:23]=1, predict the reactants needed to synthesize it. The reactants are: FC1C=C(C=CC=1F)/C=[CH:6]/[C:7]1[N:8]([C:18]2[CH:23]=[CH:22][C:21]([C:24]#[CH:25])=[CH:20][CH:19]=2)[C:9](=[O:17])[C:10]2[CH:16]=[CH:15][CH:14]=[N:13][C:11]=2[N:12]=1.[C:30]([O-])(O)=O.[Na+]. (2) Given the product [Br:23][C:11]1[CH:12]=[CH:13][C:8]([N:4]2[CH2:5][CH2:6][O:7][CH:2]([CH3:1])[CH2:3]2)=[CH:9][CH:10]=1, predict the reactants needed to synthesize it. The reactants are: [CH3:1][CH:2]1[O:7][CH2:6][CH2:5][N:4]([C:8]2[CH:13]=[CH:12][C:11](B3OC(C)(C)C(C)(C)O3)=[CH:10][CH:9]=2)[CH2:3]1.[Br:23]C1C=CC(Br)=CC=1.CC1OCCNC1.